The task is: Regression/Classification. Given a drug SMILES string, predict its absorption, distribution, metabolism, or excretion properties. Task type varies by dataset: regression for continuous measurements (e.g., permeability, clearance, half-life) or binary classification for categorical outcomes (e.g., BBB penetration, CYP inhibition). Dataset: cyp3a4_substrate_carbonmangels.. This data is from CYP3A4 substrate classification data from Carbon-Mangels et al.. (1) The drug is Fc1ccc(C(c2ccc(F)cc2)N2CCN(C/C=C/c3ccccc3)CC2)cc1. The result is 0 (non-substrate). (2) The molecule is Cc1cccc(C)c1OC[C@@H](C)N. The result is 0 (non-substrate). (3) The molecule is CC(C)(C)NC(=O)[C@@H]1C[C@@H]2CCCC[C@@H]2CN1C[C@@H](O)[C@H](Cc1ccccc1)NC(=O)[C@H](CC(N)=O)NC(=O)c1ccc2ccccc2n1. The result is 1 (substrate). (4) The compound is Cn1c(=O)c2[nH]cnc2n(C)c1=O. The result is 1 (substrate). (5) The drug is COCc1c(C(=O)OC(C)C)ncc2[nH]c3ccc(OCc4ccccc4)cc3c12. The result is 0 (non-substrate). (6) The drug is CCCC(=O)Nc1ccc(OC[C@@H](O)CNC(C)C)c(C(C)=O)c1. The result is 0 (non-substrate). (7) The compound is CCN(CC)CCNC(=O)c1ccc(N)cc1. The result is 0 (non-substrate). (8) The result is 1 (substrate). The compound is CC(=O)[C@H]1CC[C@H]2[C@@H]3CCC4=CC(=O)CC[C@]4(C)[C@H]3CC[C@]12C. (9) The drug is Cn1cc([S@H](C)=O)c(=O)c2ccc(F)cc21. The result is 1 (substrate).